From a dataset of Forward reaction prediction with 1.9M reactions from USPTO patents (1976-2016). Predict the product of the given reaction. (1) Given the reactants C(OC([C:11]1[N:12]([CH:45]([CH3:47])[CH3:46])[C:13]([CH:30]=[CH:31][C@H:32]2[CH2:37][C@H:36]([CH2:38][C:39]([O:41][CH3:42])=[O:40])[O:35][C:34]([CH3:44])([CH3:43])[O:33]2)=[C:14]([C:23]2[CH:28]=[CH:27][C:26]([F:29])=[CH:25][CH:24]=2)[C:15]=1[C:16]1[CH:21]=[CH:20][C:19]([F:22])=[CH:18][CH:17]=1)=O)C1C=CC=CC=1, predict the reaction product. The product is: [CH3:42][O:41][C:39](=[O:40])[CH2:38][C@H:36]1[CH2:37][C@@H:32]([CH2:31][CH2:30][C:13]2[N:12]([CH:45]([CH3:46])[CH3:47])[CH:11]=[C:15]([C:16]3[CH:17]=[CH:18][C:19]([F:22])=[CH:20][CH:21]=3)[C:14]=2[C:23]2[CH:28]=[CH:27][C:26]([F:29])=[CH:25][CH:24]=2)[O:33][C:34]([CH3:43])([CH3:44])[O:35]1. (2) Given the reactants [C:1]([O:5][C:6](=[O:20])[NH:7][C:8]1[CH:13]=[C:12](F)[C:11]([C:15]#[N:16])=[CH:10][C:9]=1[N+:17]([O-:19])=[O:18])([CH3:4])([CH3:3])[CH3:2].[NH:21]1[CH2:26][CH2:25][S:24][CH2:23][CH2:22]1, predict the reaction product. The product is: [C:1]([O:5][C:6](=[O:20])[NH:7][C:8]1[CH:13]=[C:12]([N:21]2[CH2:26][CH2:25][S:24][CH2:23][CH2:22]2)[C:11]([C:15]#[N:16])=[CH:10][C:9]=1[N+:17]([O-:19])=[O:18])([CH3:4])([CH3:3])[CH3:2]. (3) Given the reactants [NH:1]1[CH2:6][CH2:5][CH:4]([CH2:7][CH2:8][OH:9])[CH2:3][CH2:2]1.[N:10]([CH2:13][CH3:14])=[C:11]=[S:12], predict the reaction product. The product is: [CH2:13]([NH:10][C:11]([N:1]1[CH2:6][CH2:5][CH:4]([CH2:7][CH2:8][OH:9])[CH2:3][CH2:2]1)=[S:12])[CH3:14]. (4) The product is: [OH:5][C@H:3]([CH3:4])[CH2:2][NH:1][CH2:8][CH2:7][C:6]([O:10][CH2:11][CH3:12])=[O:9]. Given the reactants [NH2:1][CH2:2][C@H:3]([OH:5])[CH3:4].[C:6]([O:10][CH2:11][CH3:12])(=[O:9])[CH:7]=[CH2:8], predict the reaction product. (5) Given the reactants [CH3:1][O:2][C:3]1[C:4]2[C:13]([C:14]3[CH:19]=[CH:18][CH:17]=[CH:16][CH:15]=3)=[CH:12][O:11][C:5]=2[N:6]=[C:7]([S:9][CH3:10])[N:8]=1.[Li]CCCC.[Br:25]Br, predict the reaction product. The product is: [Br:25][C:12]1[O:11][C:5]2[N:6]=[C:7]([S:9][CH3:10])[N:8]=[C:3]([O:2][CH3:1])[C:4]=2[C:13]=1[C:14]1[CH:19]=[CH:18][CH:17]=[CH:16][CH:15]=1. (6) The product is: [CH3:34][O:25]/[C:18](/[C:19]1[CH:24]=[CH:23][N:22]=[CH:21][CH:20]=1)=[C:17](\[N:13]1[C:14]2[CH:15]=[CH:16][C:8]([CH3:7])=[CH:9][C:10]=2[C:11]2[CH2:31][N:30]([CH3:32])[CH2:29][CH2:28][C:12]1=2)/[CH3:26]. Given the reactants [H-].[H-].[H-].[H-].[Li+].[Al+3].[CH3:7][C:8]1[CH:16]=[CH:15][C:14]2[N:13]([C:17](C)([CH3:26])[C:18](=[O:25])[C:19]3[CH:24]=[CH:23][N:22]=[CH:21][CH:20]=3)[C:12]3[CH2:28][CH2:29][N:30]([CH:32]=O)[CH2:31][C:11]=3[C:10]=2[CH:9]=1.[CH2:34]1COCC1, predict the reaction product. (7) The product is: [Cl:12][CH2:13][CH2:14][CH2:15][N:4]1[C:5]2[CH:10]=[CH:9][CH:8]=[CH:7][C:6]=2[O:1][CH2:2][C:3]1=[O:11]. Given the reactants [O:1]1[C:6]2[CH:7]=[CH:8][CH:9]=[CH:10][C:5]=2[NH:4][C:3](=[O:11])[CH2:2]1.[Cl:12][CH2:13][CH2:14][CH2:15]I.C([O-])([O-])=O.[Cs+].[Cs+], predict the reaction product. (8) Given the reactants [CH:1]1([C:4]2[CH:5]=[CH:6][C:7]([C:15]([OH:17])=O)=[N:8][C:9]=2[O:10][CH2:11][CH2:12][O:13][CH3:14])[CH2:3][CH2:2]1.[CH3:18][C:19]([CH3:27])([C:21]1[N:25]=[C:24]([CH3:26])[O:23][N:22]=1)[NH2:20], predict the reaction product. The product is: [CH3:18][C:19]([NH:20][C:15]([C:7]1[CH:6]=[CH:5][C:4]([CH:1]2[CH2:2][CH2:3]2)=[C:9]([O:10][CH2:11][CH2:12][O:13][CH3:14])[N:8]=1)=[O:17])([C:21]1[N:25]=[C:24]([CH3:26])[O:23][N:22]=1)[CH3:27]. (9) Given the reactants NC1C=CC(C(OC)=O)=C(Cl)C=1C#C.[NH2:15][C:16]1[C:25]([CH2:26][CH2:27][CH3:28])=[CH:24][C:19]([C:20]([O:22][CH3:23])=[O:21])=[C:18]([Cl:29])[C:17]=1[C:30]#[C:31][Si](C)(C)C, predict the reaction product. The product is: [NH2:15][C:16]1[C:25]([CH2:26][CH2:27][CH3:28])=[CH:24][C:19]([C:20]([O:22][CH3:23])=[O:21])=[C:18]([Cl:29])[C:17]=1[C:30]#[CH:31].